This data is from Forward reaction prediction with 1.9M reactions from USPTO patents (1976-2016). The task is: Predict the product of the given reaction. (1) Given the reactants [H-].[Na+].[N+:3]([C:6]1[CH:12]=[C:11]([C:13]([F:16])([F:15])[F:14])[CH:10]=[CH:9][C:7]=1[NH2:8])([O-:5])=[O:4].F[C:18]1[CH:23]=[CH:22][CH:21]=[CH:20][N:19]=1, predict the reaction product. The product is: [N+:3]([C:6]1[CH:12]=[C:11]([C:13]([F:14])([F:15])[F:16])[CH:10]=[CH:9][C:7]=1[NH:8][C:18]1[CH:23]=[CH:22][CH:21]=[CH:20][N:19]=1)([O-:5])=[O:4]. (2) Given the reactants [CH3:1][NH:2][C:3]([C:5]1[S:6][CH:7]=[C:8]([CH3:19])[C:9]=1[NH:10][C:11]1[C:16]([Cl:17])=[CH:15][N:14]=[C:13]([Cl:18])[N:12]=1)=[O:4].S(Cl)([Cl:23])(=O)=O, predict the reaction product. The product is: [CH3:1][NH:2][C:3]([C:5]1[S:6][C:7]([Cl:23])=[C:8]([CH3:19])[C:9]=1[NH:10][C:11]1[C:16]([Cl:17])=[CH:15][N:14]=[C:13]([Cl:18])[N:12]=1)=[O:4]. (3) Given the reactants FC(F)(F)S([O:6][S:7]([C:10]([F:13])([F:12])[F:11])(=[O:9])=[O:8])(=O)=O.[CH3:16][O:17][C:18](=[O:40])[CH2:19][C:20]1[C:29]([CH3:30])=[C:28]([CH2:31][C:32]2[CH:37]=[CH:36][C:35](O)=[CH:34][CH:33]=2)[C:27]2[C:22](=[CH:23][CH:24]=[C:25]([F:39])[CH:26]=2)[CH:21]=1.N1C=CC=CC=1.O, predict the reaction product. The product is: [CH3:16][O:17][C:18](=[O:40])[CH2:19][C:20]1[C:29]([CH3:30])=[C:28]([CH2:31][C:32]2[CH:33]=[CH:34][C:35]([O:6][S:7]([C:10]([F:11])([F:12])[F:13])(=[O:8])=[O:9])=[CH:36][CH:37]=2)[C:27]2[C:22](=[CH:23][CH:24]=[C:25]([F:39])[CH:26]=2)[CH:21]=1. (4) Given the reactants C(Cl)(=O)C(Cl)=O.[CH:7]1([CH2:12][C:13]([OH:15])=O)[CH2:11][CH2:10][CH2:9][CH2:8]1.[F:16][C:17]([F:38])([F:37])[C:18]1[CH:19]=[C:20]([S:24]([CH2:27][CH2:28][S:29][C:30]2[C:35]([NH2:36])=[CH:34][CH:33]=[CH:32][N:31]=2)(=[O:26])=[O:25])[CH:21]=[CH:22][CH:23]=1.C([O-])(O)=O.[Na+], predict the reaction product. The product is: [CH:7]1([CH2:12][C:13]([NH:36][C:35]2[C:30]([S:29][CH2:28][CH2:27][S:24]([C:20]3[CH:21]=[CH:22][CH:23]=[C:18]([C:17]([F:37])([F:38])[F:16])[CH:19]=3)(=[O:26])=[O:25])=[N:31][CH:32]=[CH:33][CH:34]=2)=[O:15])[CH2:8][CH2:9][CH2:10][CH2:11]1. (5) The product is: [CH:21]1([C@@H:24]([C:30]2[CH:35]=[CH:34][CH:33]=[C:32]([O:36][CH2:2][C:3]3[CH:8]=[N:7][C:6]([C:9]4[CH:14]=[C:13]([O:15][CH3:16])[CH:12]=[CH:11][C:10]=4[F:17])=[C:5]([CH:18]([CH3:20])[CH3:19])[N:4]=3)[CH:31]=2)[CH2:25][C:26]([O:28][CH3:29])=[O:27])[CH2:22][CH2:23]1. Given the reactants Cl[CH2:2][C:3]1[N:4]=[C:5]([CH:18]([CH3:20])[CH3:19])[C:6]([C:9]2[CH:14]=[C:13]([O:15][CH3:16])[CH:12]=[CH:11][C:10]=2[F:17])=[N:7][CH:8]=1.[CH:21]1([C@@H:24]([C:30]2[CH:35]=[CH:34][CH:33]=[C:32]([OH:36])[CH:31]=2)[CH2:25][C:26]([O:28][CH3:29])=[O:27])[CH2:23][CH2:22]1.C([O-])([O-])=O.[Cs+].[Cs+], predict the reaction product. (6) Given the reactants [CH3:1][C@H:2]([C@@:10]([OH:25])([C:17]1[CH:18]=[CH:19][C:20]([F:24])=[CH:21][C:22]=1[F:23])[CH2:11][N:12]1[N:16]=[CH:15][N:14]=[CH:13]1)[C:3]1[N:8]=[CH:7][N:6]=[CH:5][C:4]=1[F:9].[C@@]12(CS([O-])(=O)=O)C(C)(C)C(CC1)CC2=O.C(=O)(O)[O-].[Na+].C(O)(C)C, predict the reaction product. The product is: [CH3:1][C@H:2]([C@@:10]([OH:25])([C:17]1[CH:18]=[CH:19][C:20]([F:24])=[CH:21][C:22]=1[F:23])[CH2:11][N:12]1[N:16]=[CH:15][N:14]=[CH:13]1)[C:3]1[N:8]=[CH:7][N:6]=[CH:5][C:4]=1[F:9]. (7) Given the reactants [CH3:1][C:2]1[S:3][CH:4]=[C:5]([CH2:7]Cl)[N:6]=1.[CH3:9][NH2:10], predict the reaction product. The product is: [CH3:9][NH:10][CH2:7][C:5]1[N:6]=[C:2]([CH3:1])[S:3][CH:4]=1. (8) Given the reactants C[O:2][C:3](=O)[C:4]1[CH:9]=[CH:8][C:7]([CH2:10][C:11]([C:19](=[O:30])[NH:20][C:21]2[CH:26]=[CH:25][C:24]([C:27]#[N:28])=[C:23]([Cl:29])[CH:22]=2)([OH:18])[C:12]2[CH:17]=[CH:16][CH:15]=[CH:14][CH:13]=2)=[CH:6][CH:5]=1.[H-].[Al+3].[Li+].[H-].[H-].[H-].O, predict the reaction product. The product is: [Cl:29][C:23]1[CH:22]=[C:21]([NH:20][C:19](=[O:30])[C:11]([OH:18])([C:12]2[CH:13]=[CH:14][CH:15]=[CH:16][CH:17]=2)[CH2:10][C:7]2[CH:8]=[CH:9][C:4]([CH2:3][OH:2])=[CH:5][CH:6]=2)[CH:26]=[CH:25][C:24]=1[C:27]#[N:28].